Dataset: Forward reaction prediction with 1.9M reactions from USPTO patents (1976-2016). Task: Predict the product of the given reaction. Given the reactants [Na+].[NH2:2][C:3]1[C:11]([N+:12]([O-:14])=[O:13])=[CH:10][CH:9]=[CH:8][C:4]=1[C:5]([O-:7])=O.[CH3:15][N:16]1[CH2:21][CH2:20][N:19]([CH2:22][CH2:23][C:24]2[CH:29]=[CH:28][C:27]([NH2:30])=[CH:26][CH:25]=2)[CH2:18][CH2:17]1.CN(C(ON1N=NC2C=CC=NC1=2)=[N+](C)C)C.F[P-](F)(F)(F)(F)F.CCN(C(C)C)C(C)C, predict the reaction product. The product is: [NH2:2][C:3]1[C:11]([N+:12]([O-:14])=[O:13])=[CH:10][CH:9]=[CH:8][C:4]=1[C:5]([NH:30][C:27]1[CH:28]=[CH:29][C:24]([CH2:23][CH2:22][N:19]2[CH2:18][CH2:17][N:16]([CH3:15])[CH2:21][CH2:20]2)=[CH:25][CH:26]=1)=[O:7].